Binary Classification. Given a miRNA mature sequence and a target amino acid sequence, predict their likelihood of interaction. From a dataset of Experimentally validated miRNA-target interactions with 360,000+ pairs, plus equal number of negative samples. (1) Result: 0 (no interaction). The protein sequence of the target gene is MRPAALLLCLTLLHCAGAGFPEDSEPISISHGNYTKQYPVFVGHKPGRNTTQRHRLDIQMIMIMNRTLYVAARDHIYTVDIDTSHTEEIYCSKKLTWKSRQADVDTCRMKGKHKDECHNFIKVLLKKNDDTLFVCGTNAFNPSCRNYRVDTLETFGDEFSGMARCPYDAKHANIALFADGKLYSATVTDFLAIDAVIYRSLGDSPTLRTVKHDSKWLKEPYFVQAVDYGDYIYFFFREIAVEYNTMGKVVFPRVAQVCKNDMGGSQRVLEKQWTSFLKARLNCSVPGDSHFYFNILQAVT.... The miRNA is hsa-miR-1263 with sequence AUGGUACCCUGGCAUACUGAGU. (2) The protein sequence of the target gene is MRDNEKAWWQQWTSHTGLEGWGGTQEDRMGFGGAVAALRGRPSPLQSTIHESYGRPEEQVLINRQEITNKADAWDMQEFITHMYIKQLLRHPAFQLLLALLLVINAITIALRTNSYLDQKHYELFSTIDDIVLTILLCEVLLGWLNGFWIFWKDGWNILNFIIVFILLLRFFINEINIPSINYTLRALRLVHVCMAVEPLARIIRVILQSVPDMANIMVLILFFMLVFSVFGVTLFGAFVPKHFQNIQVALYTLFICITQDGWVDIYSDFQTEKREYAMEIGGAIYFTIFITIGAFIGIN.... The miRNA is hsa-miR-6074 with sequence GAUAUUCAGAGGCUAGGUGG. Result: 0 (no interaction). (3) The miRNA is hsa-miR-27a-3p with sequence UUCACAGUGGCUAAGUUCCGC. The protein sequence of the target gene is MGQCRSANAEDAQEFSDVERAIETLIKNFHQYSVEGGKETLTPSELRDLVTQQLPHLMPSNCGLEEKIANLGSCNDSKLEFRSFWELIGEAAKSVKLERPVRGH. Result: 0 (no interaction). (4) Result: 0 (no interaction). The miRNA is hsa-miR-423-3p with sequence AGCUCGGUCUGAGGCCCCUCAGU. The protein sequence of the target gene is MQRWKAAALASVLCSSVLSIWMCREGLLLSHRLGPALVPLHRLPRTLDARIARLAQYRALLQGAPDAMELRELTPWAGRPPGPRRRAGPRRRRARARLGARPCGLRELEVRVSELGLGYASDETVLFRYCAGACEAAARVYDLGLRRLRQRRRLRRERVRAQPCCRPTAYEDEVSFLDAHSRYHTVHELSARECACV. (5) The protein sequence of the target gene is MCGRTSCHLPRDVLTRACAYQDRRGQQRLPEWRDPDKYCPSYNKSPQSNSPVLLSRLHFEKDADSSERIIAPMRWGLVPSWFKESDPSKLQFNTTNCRSDTVMEKRSFKVPLGKGRRCVVLADGFYEWQRCQGTNQRQPYFIYFPQIKTEKSGSIGAADSPENWEKVWDNWRLLTMAGIFDCWEPPEGGDVLYSYTIITVDSCKGLSDIHHRMPAILDGEEAVSKWLDFGEVSTQEALKLIHPTENITFHAVSSVVNNSRNNTPECLAPVDLVVKKELRASGSSQRMLQWLATKSPKKED.... The miRNA is cel-miR-785-3p with sequence UAAGUGAAUUGUUUUGUGUAGA. Result: 0 (no interaction). (6) The miRNA is hsa-miR-195-3p with sequence CCAAUAUUGGCUGUGCUGCUCC. The protein sequence of the target gene is MQGPPRSLRAGLSLDDFIPGHLQSHIGSSSRGTRVPVIRNGGSNTLNFQFHDPAPRTVCNGGYTPRRDASQHPDPAWYQTWPGPGSKPSASTKIPASQHTQNWSATWTKDSKRRDKRWVKYEGIGPVDESGMPIAPRSSVDRPRDWYRRMFQQIHRKMPDLQLDWTFEEPPRDPRHLGAQQRPAHRPGPATSSSGRSWDHSEELPRSTFNYRPGAFSTVLQPSNQVLRRREKVDNVWTEESWNQFLQELETGQRPKKPLVDDPGEKPSQPIEVLLERELAELSAELDKDLRAIETRLPSP.... Result: 0 (no interaction). (7) The miRNA is hsa-miR-3180-5p with sequence CUUCCAGACGCUCCGCCCCACGUCG. The protein sequence of the target gene is MELCQPTSLSDHDQPASGPQRGVMGLVGPDAPRGWSEEPEEHAQLQRWPEGPNAPICWPEEVEEPHAPSRWAKEPNAPRCSSQEPDESCHLAEELEESDSPRCWPQEPDTPCHLAKELEEPDAPRCLPQEPDTPCYLAKELEEPNIPRCWPQEPDVPCHLAKELEEPDAPRCWPQEPDAFCHLLKEVEEPDALRCWLQGPDAPCHLAKELEDLDSPRCWPQEPDESCHLAKELEEPDAPCHLAKELEEPDAPRCWPQEPDVPCLLAKKWEESDAPCLLTEELEEPDALHCWPQESEAPCL.... Result: 0 (no interaction). (8) The protein sequence of the target gene is MATQVMGQSSGGGSLFNNSANMGMALTNDMYDLHELSKAELAAPQLIMLANVALTGEASGSCCDYLVGEERQMAELMPVGDNHFSESEGEGLEESADLKGLENMELGSLELSAVEPQPVFEASAAPEIYSANKDPAPETPVAEDKCRSSKAKPFRCKPCQYEAESEEQFVHHIRIHSAKKFFVEESAEKQAKAWESGSSPAEEGEFSKGPIRCDRCGYNTNRYDHYMAHLKHHLRAGENERIYKCIICTYTTVSEYHWRKHLRNHFPRKVYTCSKCNYFSDRKNNYVQHVRTHTGERPYK.... Result: 0 (no interaction). The miRNA is hsa-miR-7110-3p with sequence UCUCUCUCCCACUUCCCUGCAG. (9) The miRNA is mmu-miR-1264-5p with sequence AGGUCCUCAAUAAGUAUUUGUU. The protein sequence of the target gene is MQPYQRLLALGFLLLTLPWGQTSEFQDSDLLQFLGLEKAPSPHRFQPVPRVLRKIIRAREAAAASGASQDLCYVKELGVRGNLLQLLPDQGFFLNTQKPFQDGSCLQKVLYFNLSAIKEKAKLTMAQLTLDLGPRSYYNLRPELVVALSVVQDRGVWGRSHPKVGRLLFLRSVPGPQGQLQFNLQGALKDWSSNRLKNLDLHLEILVKEDRYSRVTVQPENPCDRLLRSLHASLLVVTLNPKHCHPSSRKRRAAISVPKGFCRNFCHRHQLFINFQDLGWHKWVIAPKGFMANYCHGECP.... Result: 1 (interaction).